Dataset: Full USPTO retrosynthesis dataset with 1.9M reactions from patents (1976-2016). Task: Predict the reactants needed to synthesize the given product. (1) Given the product [CH2:34]([N:20]([CH2:18][CH3:19])[CH2:21][CH2:22][NH:23][C:24]([C:26]1[CH:30]=[C:29]([CH3:31])[NH:28][C:27]=1[CH:32]=[C:10]1[C:9]2[C:13](=[CH:14][CH:15]=[CH:16][C:8]=2[C:3]2[CH:4]=[CH:5][CH:6]=[CH:7][C:2]=2[F:1])[NH:12][C:11]1=[O:17])=[O:25])[CH3:35], predict the reactants needed to synthesize it. The reactants are: [F:1][C:2]1[CH:7]=[CH:6][CH:5]=[CH:4][C:3]=1[C:8]1[CH:16]=[CH:15][CH:14]=[C:13]2[C:9]=1[CH2:10][C:11](=[O:17])[NH:12]2.[CH2:18]([N:20]([CH2:34][CH3:35])[CH2:21][CH2:22][NH:23][C:24]([C:26]1[CH:30]=[C:29]([CH3:31])[NH:28][C:27]=1[CH:32]=O)=[O:25])[CH3:19]. (2) Given the product [CH3:15][CH:14]([C:12]1[CH:13]=[CH:8][C:9]2[NH:17][C:18](=[O:19])[N:20]([CH:21]3[CH2:26][CH2:25][N:24]([C:27]([O:29][C:30]([CH3:33])([CH3:32])[CH3:31])=[O:28])[CH2:23][CH2:22]3)[C:10]=2[CH:11]=1)[CH3:16], predict the reactants needed to synthesize it. The reactants are: CC(C)([O-])C.[Na+].Br[C:8]1[CH:13]=[C:12]([CH:14]([CH3:16])[CH3:15])[CH:11]=[CH:10][C:9]=1[NH:17][C:18]([NH:20][CH:21]1[CH2:26][CH2:25][N:24]([C:27]([O:29][C:30]([CH3:33])([CH3:32])[CH3:31])=[O:28])[CH2:23][CH2:22]1)=[O:19].C(OCC)(=O)C. (3) Given the product [O:1]1[CH2:6][CH2:5][N:4]([S:7]([C:10]2[CH:15]=[CH:14][C:13]([CH:16]([O:20][CH:21]3[CH2:22][CH2:23][O:24][CH2:25][CH2:26]3)[C:17]([NH:36][C:28]3[S:29][C:30]4[C:35]([N:27]=3)=[CH:34][CH:33]=[CH:32][N:31]=4)=[O:19])=[CH:12][CH:11]=2)(=[O:8])=[O:9])[CH2:3][CH2:2]1, predict the reactants needed to synthesize it. The reactants are: [O:1]1[CH2:6][CH2:5][N:4]([S:7]([C:10]2[CH:15]=[CH:14][C:13]([CH:16]([O:20][CH:21]3[CH2:26][CH2:25][O:24][CH2:23][CH2:22]3)[C:17]([OH:19])=O)=[CH:12][CH:11]=2)(=[O:9])=[O:8])[CH2:3][CH2:2]1.[N:27]1[C:35]2[C:30](=[N:31][CH:32]=[CH:33][CH:34]=2)[S:29][C:28]=1[NH2:36].C1C=CC2N(O)N=NC=2C=1.CCN=C=NCCCN(C)C.CN1CCOCC1. (4) Given the product [NH:10]1[C:11]2[C:16](=[CH:15][CH:14]=[CH:13][CH:12]=2)[C:8]([C:6]2[C:5]([C:17]([F:20])([F:19])[F:18])=[CH:4][N:3]=[C:2]([NH:25][C:24]3[CH:26]=[CH:27][C:28]([N:30]4[CH2:35][CH2:34][CH:33]([N:36]5[CH2:37][CH2:38][N:39]([CH3:42])[CH2:40][CH2:41]5)[CH2:32][CH2:31]4)=[CH:29][C:23]=3[O:22][CH3:21])[N:7]=2)=[CH:9]1, predict the reactants needed to synthesize it. The reactants are: Cl[C:2]1[N:7]=[C:6]([C:8]2[C:16]3[C:11](=[CH:12][CH:13]=[CH:14][CH:15]=3)[NH:10][CH:9]=2)[C:5]([C:17]([F:20])([F:19])[F:18])=[CH:4][N:3]=1.[CH3:21][O:22][C:23]1[CH:29]=[C:28]([N:30]2[CH2:35][CH2:34][CH:33]([N:36]3[CH2:41][CH2:40][N:39]([CH3:42])[CH2:38][CH2:37]3)[CH2:32][CH2:31]2)[CH:27]=[CH:26][C:24]=1[NH2:25]. (5) Given the product [CH3:12][C:5]1([C:8]([O:10][CH3:11])=[O:9])[CH2:4][CH2:3][CH:2]([O:1][CH2:29][O:28][CH2:27][CH2:26][Si:23]([CH3:25])([CH3:24])[CH3:22])[CH2:7][CH2:6]1, predict the reactants needed to synthesize it. The reactants are: [OH:1][CH:2]1[CH2:7][CH2:6][C:5]([CH3:12])([C:8]([O:10][CH3:11])=[O:9])[CH2:4][CH2:3]1.CCN(C(C)C)C(C)C.[CH3:22][Si:23]([CH2:26][CH2:27][O:28][CH2:29]Cl)([CH3:25])[CH3:24]. (6) Given the product [CH3:20][N:21]([CH3:23])/[CH:22]=[CH:2]/[C:1]([C:4]1[N:9]=[C:8]([C:10]#[N:11])[C:7]([N:12]2[CH2:16][CH2:15][C@H:14]([OH:17])[CH2:13]2)=[CH:6][CH:5]=1)=[O:3], predict the reactants needed to synthesize it. The reactants are: [C:1]([C:4]1[N:9]=[C:8]([C:10]#[N:11])[C:7]([N:12]2[CH2:16][CH2:15][C@H:14]([OH:17])[CH2:13]2)=[CH:6][CH:5]=1)(=[O:3])[CH3:2].CO[CH:20](OC)[N:21]([CH3:23])[CH3:22]. (7) Given the product [C:1]([O:5][C:6]([N:8]1[CH2:9][CH2:10][C:11]2[CH:18]=[C:17]([O:19][S:32]([C:31]([F:37])([F:36])[F:30])(=[O:34])=[O:33])[C:16]([N+:20]([O-:22])=[O:21])=[CH:15][C:12]=2[CH2:13][CH2:14]1)=[O:7])([CH3:4])([CH3:2])[CH3:3], predict the reactants needed to synthesize it. The reactants are: [C:1]([O:5][C:6]([N:8]1[CH2:14][CH2:13][C:12]2[CH:15]=[C:16]([N+:20]([O-:22])=[O:21])[C:17]([OH:19])=[CH:18][C:11]=2[CH2:10][CH2:9]1)=[O:7])([CH3:4])([CH3:3])[CH3:2].C(N(CC)CC)C.[F:30][C:31]([F:37])([F:36])[S:32](Cl)(=[O:34])=[O:33]. (8) Given the product [C:29]([C:24]1[CH:25]=[CH:26][CH:27]=[CH:28][C:23]=1[NH:22][S:19]([C:16]1[CH:15]=[CH:14][C:13]([NH:12][C:5](=[O:7])[CH2:4][CH2:3][CH2:2][Cl:10])=[CH:18][CH:17]=1)(=[O:21])=[O:20])(=[O:36])[C:30]1[CH:31]=[CH:32][CH:33]=[CH:34][CH:35]=1, predict the reactants needed to synthesize it. The reactants are: Br[CH2:2][CH2:3][CH2:4][C:5]([OH:7])=O.S(Cl)([Cl:10])=O.[NH2:12][C:13]1[CH:18]=[CH:17][C:16]([S:19]([NH:22][C:23]2[CH:28]=[CH:27][CH:26]=[CH:25][C:24]=2[C:29](=[O:36])[C:30]2[CH:35]=[CH:34][CH:33]=[CH:32][CH:31]=2)(=[O:21])=[O:20])=[CH:15][CH:14]=1.